Dataset: Catalyst prediction with 721,799 reactions and 888 catalyst types from USPTO. Task: Predict which catalyst facilitates the given reaction. (1) Reactant: Cl[C:2]1[C:11]2[C:6](=[CH:7][C:8]([F:12])=[CH:9][CH:10]=2)[N:5]=[C:4]([C:13]2[O:14][C:15]([N+:18]([O-:20])=[O:19])=[CH:16][CH:17]=2)[N:3]=1.[NH2:21][C:22]1[CH:23]=[N:24][CH:25]=[CH:26][CH:27]=1.O. Product: [F:12][C:8]1[CH:7]=[C:6]2[C:11]([C:2]([NH:21][C:22]3[CH:23]=[N:24][CH:25]=[CH:26][CH:27]=3)=[N:3][C:4]([C:13]3[O:14][C:15]([N+:18]([O-:20])=[O:19])=[CH:16][CH:17]=3)=[N:5]2)=[CH:10][CH:9]=1. The catalyst class is: 3. (2) Reactant: [O:1]1[C:5]2([CH2:10][CH2:9][CH:8]([NH:11][C:12]3[CH:21]=[CH:20][C:19]([F:22])=[CH:18][C:13]=3[C:14]([O:16]C)=[O:15])[CH2:7][CH2:6]2)[O:4][CH2:3][CH2:2]1.[OH-].[Na+].O1CCCC1.Cl. Product: [O:1]1[C:5]2([CH2:10][CH2:9][CH:8]([NH:11][C:12]3[CH:21]=[CH:20][C:19]([F:22])=[CH:18][C:13]=3[C:14]([OH:16])=[O:15])[CH2:7][CH2:6]2)[O:4][CH2:3][CH2:2]1. The catalyst class is: 5. (3) Reactant: [NH2:1][C:2]1[C:11]([O:12][CH3:13])=[CH:10][CH:9]=[CH:8][C:3]=1[C:4]([O:6][CH3:7])=[O:5].[Cl:14]N1C(=O)CCC1=O. Product: [NH2:1][C:2]1[C:11]([O:12][CH3:13])=[CH:10][C:9]([Cl:14])=[CH:8][C:3]=1[C:4]([O:6][CH3:7])=[O:5]. The catalyst class is: 42. (4) Reactant: [F:1][C:2]1[CH:9]=[C:8]([CH2:10][CH:11]=O)[CH:7]=[C:6]([F:13])[C:3]=1[C:4]#[N:5].[N+:14]([C:17]1[CH:22]=[CH:21][C:20]([CH2:23][CH2:24][N:25]2[CH2:30][CH2:29][NH:28][CH2:27][CH2:26]2)=[CH:19][CH:18]=1)([O-:16])=[O:15].[BH-](OC(C)=O)(OC(C)=O)OC(C)=O.[Na+]. Product: [F:1][C:2]1[CH:9]=[C:8]([CH2:10][CH2:11][N:28]2[CH2:29][CH2:30][N:25]([CH2:24][CH2:23][C:20]3[CH:19]=[CH:18][C:17]([N+:14]([O-:16])=[O:15])=[CH:22][CH:21]=3)[CH2:26][CH2:27]2)[CH:7]=[C:6]([F:13])[C:3]=1[C:4]#[N:5]. The catalyst class is: 2. (5) Reactant: C(N(CC)CC)C.[S:8]([C:12]1[CH:13]=[C:14]([CH:18]=[CH:19][CH:20]=1)[C:15]([OH:17])=[O:16])(=[O:11])(=[O:10])[NH2:9].Br[CH2:22][C:23]([C:25]1[CH:26]=[N:27][N:28]([CH3:42])[C:29]=1[CH2:30][O:31][C:32]1[CH:37]=[CH:36][C:35]([C:38]([F:41])([F:40])[F:39])=[CH:34][CH:33]=1)=[O:24]. Product: [S:8]([C:12]1[CH:13]=[C:14]([CH:18]=[CH:19][CH:20]=1)[C:15]([O:17][CH2:22][C:23]([C:25]1[CH:26]=[N:27][N:28]([CH3:42])[C:29]=1[CH2:30][O:31][C:32]1[CH:37]=[CH:36][C:35]([C:38]([F:41])([F:39])[F:40])=[CH:34][CH:33]=1)=[O:24])=[O:16])(=[O:10])(=[O:11])[NH2:9]. The catalyst class is: 21.